This data is from Peptide-MHC class II binding affinity with 134,281 pairs from IEDB. The task is: Regression. Given a peptide amino acid sequence and an MHC pseudo amino acid sequence, predict their binding affinity value. This is MHC class II binding data. The binding affinity (normalized) is 0.899. The peptide sequence is EPIAAYHFDLSGKAF. The MHC is DRB1_0101 with pseudo-sequence DRB1_0101.